This data is from Drug-target binding data from BindingDB using IC50 measurements. The task is: Regression. Given a target protein amino acid sequence and a drug SMILES string, predict the binding affinity score between them. We predict pIC50 (pIC50 = -log10(IC50 in M); higher means more potent). Dataset: bindingdb_ic50. (1) The drug is O=C(O)Cc1cccc(-c2cc(CCCCCCCc3ccc(O[C@H]4O[C@H](CO)[C@@H](O)[C@@H](O)[C@@H]4O)c(-c4cccc(CC(=O)O)c4)c3)ccc2O[C@H]2O[C@H](CO)[C@@H](O)[C@@H](O)[C@@H]2O)c1. The target protein (P14151) has sequence MIFPWKCQSTQRDLWNIFKLWGWTMLCCDFLAHHGTDCWTYHYSEKPMNWQRARRFCRDNYTDLVAIQNKAEIEYLEKTLPFSRSYYWIGIRKIGGIWTWVGTNKSLTEEAENWGDGEPNNKKNKEDCVEIYIKRNKDAGKWNDDACHKLKAALCYTASCQPWSCSGHGECVEIINNYTCNCDVGYYGPQCQFVIQCEPLEAPELGTMDCTHPLGNFSFSSQCAFSCSEGTNLTGIEETTCGPFGNWSSPEPTCQVIQCEPLSAPDLGIMNCSHPLASFSFTSACTFICSEGTELIGKKKTICESSGIWSNPSPICQKLDKSFSMIKEGDYNPLFIPVAVMVTAFSGLAFIIWLARRLKKGKKSKRSMNDPY. The pIC50 is 3.1. (2) The compound is CCOc1cc(OCC(=O)O)c2c(=O)c(OCC)c(-c3ccc(OCC)c(OCC)c3)oc2c1. The target protein (Q01062) has sequence MVLVLHHILIAVVQFLRRGQQVFLKPDEPPPQPCADSLQDALLSLGAVIDIAGLRQAAKDALSAVLPKVETVYTYLVDGESRLVCEDPPHELPQEGKIREAVISRKRLSCDGLGPSDLLGKPLARLVAPLAPDTQVLVIPLLDKETGTVAAVILVHCGQLSDSEEQSLQVVEKHALVALQRVQALQQRRPEAVQNTSADPSEDQKDEKGYTAHDRKILQLCGELYDLDATSLQLKVLRYLQQETQATHCCLLLVSEDNLQLSCKVIGEKVLGEEVSFPLTMGRLGQVVEDKQCIQLKDLTSDDVQQLQNMLGCELRAMLCVPVISRATDQVVALACAFNKLGGDFFTDEDERAIQHCFHYTGTVLTSTLAFQKEQKLKCECQALLQVAKNLFTHLDDVSVLLQEIITEARNLSNAEICSVFLLDQNELVAKVFDGGVVDDESYEIRIPADQGIAGHVATTGQILNIPDAYAHPLFYRGVDDSTGFRTRNILCFPIKNENQ.... The pIC50 is 4.3.